The task is: Regression. Given two drug SMILES strings and cell line genomic features, predict the synergy score measuring deviation from expected non-interaction effect.. This data is from NCI-60 drug combinations with 297,098 pairs across 59 cell lines. Drug 1: CCC(=C(C1=CC=CC=C1)C2=CC=C(C=C2)OCCN(C)C)C3=CC=CC=C3.C(C(=O)O)C(CC(=O)O)(C(=O)O)O. Drug 2: CC1CCC2CC(C(=CC=CC=CC(CC(C(=O)C(C(C(=CC(C(=O)CC(OC(=O)C3CCCCN3C(=O)C(=O)C1(O2)O)C(C)CC4CCC(C(C4)OC)O)C)C)O)OC)C)C)C)OC. Cell line: HCT116. Synergy scores: CSS=7.54, Synergy_ZIP=-2.12, Synergy_Bliss=-3.76, Synergy_Loewe=-3.76, Synergy_HSA=-3.87.